This data is from Experimentally validated miRNA-target interactions with 360,000+ pairs, plus equal number of negative samples. The task is: Binary Classification. Given a miRNA mature sequence and a target amino acid sequence, predict their likelihood of interaction. (1) The miRNA is dme-miR-2b-3p with sequence UAUCACAGCCAGCUUUGAGGAGC. The protein sequence of the target gene is MDEERALYIVRAGEAGAIERVLRDYSDKHRATFKFESTDEDKRKKLCEGIFKVLIKDIPTTCQVSCLEVLRILSRDKKVLVPVTTKENMQILLRLAKLNELDDSLEKVSEFPVIVESLKCLCNIVFNSQMAQQLSLELNLAAKLCNLLRKCKDRKFINDIKCFDLRLLFLLSLLHTDIRSQLRYELQGLPLLTQILESAFSIKWTDEYESAIDHNGPPLSPQETDCAIEALKALFNVTVDSWKVHKESDSHQFRVMAAVLRHCLLIVGPTEDKTEELHSNAVNLLSNVPVSCLDVLICPL.... Result: 0 (no interaction). (2) The miRNA is hsa-miR-7703 with sequence UUGCACUCUGGCCUUCUCCCAGG. The protein sequence of the target gene is MKGTGIMDCAPKALLARALYDNCPDCSDELAFSRGDILTILEQHVPESEGWWKCLLHGRQGLAPANRLQILTEVAADRPCPPFLRGLEEAPASSEETYQVPTLPRPPTPGPVYEQMRSWAEGPQPPTAQVYEFPDPPTSARIICEKTLSFPKQAILTLPRPVRASLPTLPSQVYDVPTQHRGPVVLKEPEKQQLYDIPASPKKAGLHPPDSQASGQGVPLISVTTLRRGGYSTLPNPQKSEWIYDTPVSPGKASVRNTPLTSFAEESRPHALPSSSSTFYNPPSGRSRSLTPQLNNNVPM.... Result: 1 (interaction). (3) The miRNA is mmu-miR-5126 with sequence GCGGGCGGGGCCGGGGGCGGGG. The protein sequence of the target gene is MAYEKSTDISDVSRSMFLYPWLEYPDKTKELRKAMAPVHLPLSCYQMPKEEFPPSPECWRQHPSKPNSVPYCYFKKPEIYTHWHDLYDQREEREAEKMLRKMRDDCRYIKEVHQTHIKMFHLPMSKLTIKSEMRSRPLEPTQDPLKWQRLRELTKSLESPREDEQFYAAQALGCLRISDKFVMEALQQVAQTGPEKVKYEAYRTLAILGCLNKHVIRALIKQLKEKNEGQRMETLTGLRMALNSWAAVSKDKRTQVGDEGKLVPVLQTLIKKSSSEASLEAALCLGFLRPCSNMVQEFLL.... Result: 0 (no interaction). (4) The miRNA is hsa-miR-6773-3p with sequence ACUGUCACUUCUCUGCCCAUAG. The protein sequence of the target gene is MPQALERADGSWAWVVLLATMVTQGLTLGFPTCIGIFFTELQWEFQASNSETSWFPSILTAVLHMAGPLCSILVGRFGCRVTVMLGGVLASLGMVASSFSHNLSQLYFTAGFITGLGMCFSFQSSITVLGFYFVRRRVLANALASMGVSLGITLWPLLSRYLLENLGWRGTFLVFGGIFLHCCICGAIIRPVATSVAPETKECPPPPPETPALGCLAACGRTIQRHLAFDILRHNTGYCVYILGVMWSVLGFPLPQVFLVPYAMWHSVDEQQAALLISIIGFSNIFLRPLAGLMAGRPAF.... Result: 1 (interaction).